This data is from Experimentally validated miRNA-target interactions with 360,000+ pairs, plus equal number of negative samples. The task is: Binary Classification. Given a miRNA mature sequence and a target amino acid sequence, predict their likelihood of interaction. (1) The miRNA is mmu-miR-378a-5p with sequence CUCCUGACUCCAGGUCCUGUGU. The protein sequence of the target gene is MSTPSPQLLVAAAQQTLGMGKRKCPPRATCLHLAGEVLAVARGLKPAVLYDCNSAGVLALQSYLEELQGLGFLEPGLHILEIGENNFIVSPEYACQHLEQTLLGTVAFVDVSRSQPHPSVRSVDQLPDLKSLIADVITRFRGLKKDVSQGVSYTRLHSSDWNLCTVFGILLGYPVSYTFDLNREDDNCLTMTPLRVFTARISWLPGQPSILLYSFSVPESLFPALKNFLSAWEKELRTRFRAQNAFADLSISSEVVTLPAVAL. Result: 0 (no interaction). (2) The miRNA is hsa-miR-3944-5p with sequence UGUGCAGCAGGCCAACCGAGA. The protein sequence of the target gene is MAAPGPASRFWCSCPEVPSATFFTALLSLLVSGPRLFLLQPPLAPSGLSLRSEALRNWQVYRLVTYIFVYENPVSLLCGAIIIWRFAGNFERTVGTVRHCFFTLIFTVFSAIIYLSFESVSSLSKLGEVEDARGFTPVAFAMLGVTSVRSRMRRALVFGVVVPSVLVPWLLLCASWLIPQTSFLSNVSGLLIGLSYGLTYCYSLDLSERVALKLDQKFPFSLMRRIPLFKYISGSSAERRAAQSRRLNPAPGSYPTQSCHPHLTPSYPVTQMQHASGQKLASWPPGHMPSLPPYQPASGL.... Result: 0 (no interaction).